Dataset: Full USPTO retrosynthesis dataset with 1.9M reactions from patents (1976-2016). Task: Predict the reactants needed to synthesize the given product. (1) Given the product [CH2:14]([O:21][C:22]([N:24]1[CH2:29][CH2:28][CH:27]([CH2:30][NH:9][C:6]2[C:7]([Cl:8])=[C:2]([Cl:1])[N:3]=[C:4]([Cl:13])[C:5]=2[Cl:12])[CH:26]([OH:32])[CH2:25]1)=[O:23])[C:15]1[CH:20]=[CH:19][CH:18]=[CH:17][CH:16]=1, predict the reactants needed to synthesize it. The reactants are: [Cl:1][C:2]1[C:7]([Cl:8])=[C:6]([N+:9]([O-])=O)[C:5]([Cl:12])=[C:4]([Cl:13])[N:3]=1.[CH2:14]([O:21][C:22]([N:24]1[CH2:29][CH2:28][C@H:27]([CH2:30]N)[C@H:26]([OH:32])[CH2:25]1)=[O:23])[C:15]1[CH:20]=[CH:19][CH:18]=[CH:17][CH:16]=1.CN1CCOCC1. (2) Given the product [Cl:3][C:4]1[CH:5]=[C:6]2[C:11](=[CH:12][CH:13]=1)[N:10]([C@H:14]([CH2:20][CH:21]([CH3:23])[CH3:22])[C:15]([OH:17])=[O:16])[CH2:9][CH2:8][CH2:7]2, predict the reactants needed to synthesize it. The reactants are: [OH-].[K+].[Cl:3][C:4]1[CH:5]=[C:6]2[C:11](=[CH:12][CH:13]=1)[N:10]([C@H:14]([CH2:20][CH:21]([CH3:23])[CH3:22])[C:15]([O:17]CC)=[O:16])[CH2:9][CH2:8][CH2:7]2.ClC1C=C2C(=CC=1)N([C@@H](C(C)C)C(O)=O)CCC2. (3) The reactants are: C([O:4][CH2:5][CH2:6][O:7][CH2:8][CH2:9][NH:10][C:11]([CH3:14])([CH3:13])[CH3:12])(=O)C.C[O-].[Na+]. Given the product [C:11]([NH:10][CH2:9][CH2:8][O:7][CH2:6][CH2:5][OH:4])([CH3:14])([CH3:13])[CH3:12], predict the reactants needed to synthesize it. (4) Given the product [C:11]([O:18][CH2:20][C:4]([N+:8]([O-:10])=[O:9])([N+:1]([O-:3])=[O:2])[CH3:5])(=[O:17])[CH2:12][CH2:13][CH2:14][CH2:15][CH3:16], predict the reactants needed to synthesize it. The reactants are: [N+:1]([C:4]([N+:8]([O-:10])=[O:9])(O)[CH2:5]C)([O-:3])=[O:2].[C:11]([OH:18])(=[O:17])[CH2:12][CH2:13][CH2:14][CH2:15][CH3:16].Cl[CH:20](Cl)C. (5) The reactants are: Br[C:2]1[CH:11]=[C:10]2[C:5]([C:6]([C:16]([O:18][CH3:19])=[O:17])=[CH:7][C:8]([C:12]([O:14][CH3:15])=[O:13])=[N:9]2)=[CH:4][CH:3]=1.CC1(C)C(C)(C)OB([C:28]2[CH:33]=[CH:32][C:31]([OH:34])=[CH:30][CH:29]=2)O1.C1(P(C2C=CC=CC=2)C2C=CC=CC=2)C=CC=CC=1.[O-]P([O-])([O-])=O.[K+].[K+].[K+].O. Given the product [OH:34][C:31]1[CH:32]=[CH:33][C:28]([C:2]2[CH:11]=[C:10]3[C:5]([C:6]([C:16]([O:18][CH3:19])=[O:17])=[CH:7][C:8]([C:12]([O:14][CH3:15])=[O:13])=[N:9]3)=[CH:4][CH:3]=2)=[CH:29][CH:30]=1, predict the reactants needed to synthesize it.